From a dataset of Full USPTO retrosynthesis dataset with 1.9M reactions from patents (1976-2016). Predict the reactants needed to synthesize the given product. (1) Given the product [Cl:13][C:11]1[CH:10]=[CH:9][N:8]=[C:7]([C:6]2[CH:5]=[CH:4][S:3][C:2]=2[CH3:15])[CH:12]=1, predict the reactants needed to synthesize it. The reactants are: Br[C:2]1[S:3][CH:4]=[CH:5][C:6]=1[C:7]1[CH:12]=[C:11]([Cl:13])[CH:10]=[CH:9][N:8]=1.[Li][CH2:15]CCC.CI.[NH4+].[Cl-]. (2) Given the product [CH:18]1([CH:21]([NH:22][C:15]([C:7]2[CH:6]=[N:5][C:4]([CH:1]3[CH2:2][CH2:3]3)=[C:9]([O:10][CH2:11][CH:12]3[CH2:13][CH2:14]3)[N:8]=2)=[O:17])[C:23]2[N:27]=[C:26]([CH3:28])[O:25][N:24]=2)[CH2:19][CH2:20]1, predict the reactants needed to synthesize it. The reactants are: [CH:1]1([C:4]2[N:5]=[CH:6][C:7]([C:15]([OH:17])=O)=[N:8][C:9]=2[O:10][CH2:11][CH:12]2[CH2:14][CH2:13]2)[CH2:3][CH2:2]1.[CH:18]1([CH:21]([C:23]2[N:27]=[C:26]([CH3:28])[O:25][N:24]=2)[NH2:22])[CH2:20][CH2:19]1.